Predict the reaction yield, written as a fraction of the theoretical maximum amount of product (1.0 means a 100% yield; for example, 0.34 means a 34% yield). From a dataset of Reaction yield outcomes from USPTO patents with 853,638 reactions. The reactants are [Cl:1][C:2]1[C:7]([N:8]2[CH2:13][C@H:12]([CH3:14])[O:11][C@H:10]([CH3:15])[CH2:9]2)=[C:6]([CH2:16][OH:17])[N:5]=[C:4]2[C:18]([C:21]3[CH:26]=[CH:25][CH:24]=[CH:23][N:22]=3)=[N:19][O:20][C:3]=12. The catalyst is ClCCl.[Mn]. The product is [Cl:1][C:2]1[C:7]([N:8]2[CH2:13][C@H:12]([CH3:14])[O:11][C@H:10]([CH3:15])[CH2:9]2)=[C:6]([CH:16]=[O:17])[N:5]=[C:4]2[C:18]([C:21]3[CH:26]=[CH:25][CH:24]=[CH:23][N:22]=3)=[N:19][O:20][C:3]=12. The yield is 0.420.